From a dataset of NCI-60 drug combinations with 297,098 pairs across 59 cell lines. Regression. Given two drug SMILES strings and cell line genomic features, predict the synergy score measuring deviation from expected non-interaction effect. (1) Drug 1: CC12CCC3C(C1CCC2=O)CC(=C)C4=CC(=O)C=CC34C. Drug 2: C1=NC2=C(N1)C(=S)N=CN2. Cell line: MDA-MB-435. Synergy scores: CSS=25.0, Synergy_ZIP=-9.70, Synergy_Bliss=-13.8, Synergy_Loewe=-40.8, Synergy_HSA=-11.1. (2) Drug 1: C1=CC(=CC=C1C#N)C(C2=CC=C(C=C2)C#N)N3C=NC=N3. Drug 2: N.N.Cl[Pt+2]Cl. Cell line: OVCAR-4. Synergy scores: CSS=50.9, Synergy_ZIP=-0.758, Synergy_Bliss=-3.47, Synergy_Loewe=-2.83, Synergy_HSA=-3.21. (3) Drug 1: CC1OCC2C(O1)C(C(C(O2)OC3C4COC(=O)C4C(C5=CC6=C(C=C35)OCO6)C7=CC(=C(C(=C7)OC)O)OC)O)O. Drug 2: C1=CN(C(=O)N=C1N)C2C(C(C(O2)CO)O)O.Cl. Cell line: HOP-92. Synergy scores: CSS=49.6, Synergy_ZIP=-15.1, Synergy_Bliss=-6.26, Synergy_Loewe=-0.989, Synergy_HSA=1.12. (4) Drug 1: C1CN1P(=S)(N2CC2)N3CC3. Drug 2: C1=NC2=C(N1)C(=S)N=CN2. Cell line: NCIH23. Synergy scores: CSS=46.8, Synergy_ZIP=-15.5, Synergy_Bliss=-5.22, Synergy_Loewe=-3.31, Synergy_HSA=-0.516. (5) Drug 1: CC1=C(C(CCC1)(C)C)C=CC(=CC=CC(=CC(=O)O)C)C. Drug 2: CNC(=O)C1=NC=CC(=C1)OC2=CC=C(C=C2)NC(=O)NC3=CC(=C(C=C3)Cl)C(F)(F)F. Cell line: SNB-75. Synergy scores: CSS=1.73, Synergy_ZIP=-1.71, Synergy_Bliss=0.898, Synergy_Loewe=-8.40, Synergy_HSA=-0.808.